This data is from Full USPTO retrosynthesis dataset with 1.9M reactions from patents (1976-2016). The task is: Predict the reactants needed to synthesize the given product. (1) Given the product [CH3:1][O:2][C:3](=[O:25])[C:4]1[CH:9]=[C:8]([C:10]2[CH:11]=[CH:12][C:13]([Cl:16])=[CH:14][CH:15]=2)[C:7]([CH2:17][CH2:18][C:19]2[CH:24]=[CH:23][CH:22]=[CH:21][N:20]=2)=[N:6][CH:5]=1, predict the reactants needed to synthesize it. The reactants are: [CH3:1][O:2][C:3](=[O:25])[C:4]1[CH:9]=[C:8]([C:10]2[CH:15]=[CH:14][C:13]([Cl:16])=[CH:12][CH:11]=2)[C:7]([C:17]#[C:18][C:19]2[CH:24]=[CH:23][CH:22]=[CH:21][N:20]=2)=[N:6][CH:5]=1. (2) Given the product [CH3:4][S:5][C:6]1[CH:7]=[CH:8][C:9]([CH:10]=[C:33]2[CH2:38][CH2:37][N:36]([C:39]([O:41][C:42]([CH3:45])([CH3:44])[CH3:43])=[O:40])[CH2:35][CH2:34]2)=[CH:30][CH:31]=1, predict the reactants needed to synthesize it. The reactants are: [H-].[Na+].[Cl-].[CH3:4][S:5][C:6]1[CH:31]=[CH:30][C:9]([CH2:10][P+](C2C=CC=CC=2)(C2C=CC=CC=2)C2C=CC=CC=2)=[CH:8][CH:7]=1.O=[C:33]1[CH2:38][CH2:37][N:36]([C:39]([O:41][C:42]([CH3:45])([CH3:44])[CH3:43])=[O:40])[CH2:35][CH2:34]1. (3) Given the product [C:1]([O:5][C:6]([N:8]1[CH2:13][CH2:12][O:11][CH:10]([C:14]2[CH:19]=[CH:18][C:17]([NH2:20])=[C:16]([F:34])[CH:15]=2)[CH2:9]1)=[O:7])([CH3:4])([CH3:2])[CH3:3], predict the reactants needed to synthesize it. The reactants are: [C:1]([O:5][C:6]([N:8]1[CH2:13][CH2:12][O:11][CH:10]([C:14]2[CH:19]=[CH:18][C:17]([N:20]=C(C3C=CC=CC=3)C3C=CC=CC=3)=[C:16]([F:34])[CH:15]=2)[CH:9]1C(C)(C)C)=[O:7])([CH3:4])([CH3:3])[CH3:2].C([O-])=O.[NH4+]. (4) Given the product [CH3:12][CH:11]([S:13]([NH:16][CH:17]1[C:18]([C:22]2[CH:27]=[CH:26][C:25]([C:5]3[CH:4]=[C:3]([C:1]#[N:2])[CH:8]=[CH:7][CH:6]=3)=[CH:24][CH:23]=2)=[CH:19][CH2:20][CH2:21]1)(=[O:15])=[O:14])[CH3:10], predict the reactants needed to synthesize it. The reactants are: [C:1]([C:3]1[CH:4]=[C:5](Br)[CH:6]=[CH:7][CH:8]=1)#[N:2].[CH3:10][CH:11]([S:13]([NH:16][CH:17]1[CH2:21][CH2:20][CH:19]=[C:18]1[C:22]1[CH:27]=[CH:26][C:25](OS(OC(F)(F)F)=O)=[CH:24][CH:23]=1)(=[O:15])=[O:14])[CH3:12]. (5) Given the product [OH:1][C:2]1[CH:10]=[CH:9][C:5]([C:6]([O:8][CH3:16])=[O:7])=[CH:4][C:3]=1[CH3:11], predict the reactants needed to synthesize it. The reactants are: [OH:1][C:2]1[CH:10]=[CH:9][C:5]([C:6]([OH:8])=[O:7])=[CH:4][C:3]=1[CH3:11].S(Cl)(Cl)=O.[C:16](=O)(O)[O-].[Na+].